From a dataset of Forward reaction prediction with 1.9M reactions from USPTO patents (1976-2016). Predict the product of the given reaction. (1) Given the reactants [CH:1]1([C:4]([N:6]2[CH2:11][CH2:10][N:9]([C:12]3[N:19]=[C:18]([CH:20]4[CH2:22][CH2:21]4)[C:17](B4OC(C)(C)C(C)(C)O4)=[CH:16][C:13]=3[C:14]#[N:15])[CH2:8][C@H:7]2[CH:32]2[CH2:34][CH2:33]2)=[O:5])[CH2:3][CH2:2]1.Br[C:36]1[CH:37]=[CH:38][CH:39]=[C:40]2[C:44]=1[NH:43][C:42](=[O:45])[C:41]2=[O:46].C([O-])([O-])=O.[K+].[K+], predict the reaction product. The product is: [CH:1]1([C:4]([N:6]2[CH2:11][CH2:10][N:9]([C:12]3[N:19]=[C:18]([CH:20]4[CH2:22][CH2:21]4)[C:17]([C:36]4[CH:37]=[CH:38][CH:39]=[C:40]5[C:44]=4[NH:43][C:42](=[O:45])[C:41]5=[O:46])=[CH:16][C:13]=3[C:14]#[N:15])[CH2:8][C@H:7]2[CH:32]2[CH2:34][CH2:33]2)=[O:5])[CH2:2][CH2:3]1. (2) Given the reactants BrBr.[F:3][C:4]1[CH:5]=[C:6]([NH:10][C:11]([NH2:13])=[S:12])[CH:7]=[CH:8][CH:9]=1, predict the reaction product. The product is: [NH2:13][C:11]1[S:12][C:7]2[CH:8]=[CH:9][C:4]([F:3])=[CH:5][C:6]=2[N:10]=1. (3) Given the reactants [CH3:1][O:2][C:3]1[C:4]([N+:12]([O-:14])=[O:13])=[N:5][CH:6]=[C:7]([C:9]([CH3:11])=[CH2:10])[CH:8]=1.CSC.B.[OH:19]O.[OH-].[Na+], predict the reaction product. The product is: [CH3:1][O:2][C:3]1[CH:8]=[C:7]([CH:9]([CH3:11])[CH2:10][OH:19])[CH:6]=[N:5][C:4]=1[N+:12]([O-:14])=[O:13]. (4) Given the reactants [Cl:1][C:2]1[CH:3]=[C:4]([NH:11][S:12]([C:15]2[CH:20]=[CH:19][C:18]([Cl:21])=[C:17]([C:22]([F:25])([F:24])[F:23])[CH:16]=2)(=[O:14])=[O:13])[C:5]([C:8]([OH:10])=O)=[N:6][CH:7]=1.Cl.[CH3:27][NH:28][O:29][CH3:30].CCN(C(C)C)C(C)C.F[P-](F)(F)(F)(F)F.N1(O[P+](N(C)C)(N(C)C)N(C)C)C2C=CC=CC=2N=N1, predict the reaction product. The product is: [CH3:30][O:29][N:28]([CH3:27])[C:8]([C:5]1[C:4]([NH:11][S:12]([C:15]2[CH:20]=[CH:19][C:18]([Cl:21])=[C:17]([C:22]([F:25])([F:24])[F:23])[CH:16]=2)(=[O:14])=[O:13])=[CH:3][C:2]([Cl:1])=[CH:7][N:6]=1)=[O:10]. (5) Given the reactants C([NH:9][C:10]([NH:12][C:13]1[CH:18]=[CH:17][CH:16]=[C:15]([C:19]2[N:20]([CH2:32][CH3:33])[C:21]3[C:26]([C:27]=2[C:28]#[N:29])=[CH:25][CH:24]=[C:23]([O:30][CH3:31])[CH:22]=3)[CH:14]=1)=[S:11])(=O)C1C=CC=CC=1.[OH-].[Na+], predict the reaction product. The product is: [C:28]([C:27]1[C:26]2[C:21](=[CH:22][C:23]([O:30][CH3:31])=[CH:24][CH:25]=2)[N:20]([CH2:32][CH3:33])[C:19]=1[C:15]1[CH:14]=[C:13]([NH:12][C:10]([NH2:9])=[S:11])[CH:18]=[CH:17][CH:16]=1)#[N:29]. (6) Given the reactants [H-].[Na+].[CH3:3][O:4][CH2:5][CH2:6][CH2:7][N:8]1[C:13]2[CH:14]=[C:15]([CH2:18][O:19][CH:20]3[CH2:25][N:24](S(C4C=CC(C)=CC=4)(=O)=O)[CH2:23][CH:22]([OH:36])[CH:21]3[C:37]3[CH:42]=[CH:41][C:40]([O:43][C:44]4[CH:54]=[CH:53][C:47]5[N:48]([CH3:52])[CH2:49][CH2:50][O:51][C:46]=5[CH:45]=4)=[CH:39][CH:38]=3)[CH:16]=[CH:17][C:12]=2[O:11][CH2:10][CH2:9]1.C1(C)C=CC(S(O[CH2:65][CH2:66][N:67]([CH3:78])S(C2C=CC(C)=CC=2)(=O)=O)(=O)=O)=CC=1.C(=O)(O)[O-].[Na+], predict the reaction product. The product is: [CH3:3][O:4][CH2:5][CH2:6][CH2:7][N:8]1[C:13]2[CH:14]=[C:15]([CH2:18][O:19][CH:20]3[CH2:25][NH:24][CH2:23][CH:22]([O:36][CH2:65][CH2:66][NH:67][CH3:78])[CH:21]3[C:37]3[CH:42]=[CH:41][C:40]([O:43][C:44]4[CH:54]=[CH:53][C:47]5[N:48]([CH3:52])[CH2:49][CH2:50][O:51][C:46]=5[CH:45]=4)=[CH:39][CH:38]=3)[CH:16]=[CH:17][C:12]=2[O:11][CH2:10][CH2:9]1. (7) Given the reactants [CH:1]1[C:10]2[C:5](=[CH:6][CH:7]=[CH:8][CH:9]=2)[CH:4]=[CH:3][C:2]=1B(O)O.Br[C:15]1[C:24]2[C:19](=[CH:20][CH:21]=[CH:22][CH:23]=2)[C:18]([Br:25])=[CH:17][CH:16]=1.C1(C)C=CC=CC=1.C(=O)([O-])[O-].[Na+].[Na+], predict the reaction product. The product is: [Br:25][C:18]1[C:19]2[C:24](=[CH:23][CH:22]=[CH:21][CH:20]=2)[C:15]([C:3]2[CH:2]=[CH:1][C:10]3[C:5](=[CH:6][CH:7]=[CH:8][CH:9]=3)[CH:4]=2)=[CH:16][CH:17]=1. (8) Given the reactants [CH3:1][S:2][C:3]1[N:10]=[CH:9][CH:8]=[CH:7][C:4]=1[C:5]#[N:6].[BH4-].[Na+], predict the reaction product. The product is: [CH3:1][S:2][C:3]1[C:4]([CH2:5][NH2:6])=[CH:7][CH:8]=[CH:9][N:10]=1. (9) Given the reactants [Cl:1][C:2]1[N:7]=[C:6]([NH:8][C:9]2[CH:14]=[CH:13][C:12]([C:15]#[N:16])=[CH:11][CH:10]=2)[N:5]=[C:4]([NH:17][C:18](=[O:25])[C:19]2[CH:24]=[CH:23][CH:22]=[CH:21][CH:20]=2)[CH:3]=1.[Br:26]NC(=O)CCC(N)=O.C([O-])(=O)C.[NH4+].[OH-].[Na+], predict the reaction product. The product is: [Br:26][C:3]1[C:4]([NH:17][C:18](=[O:25])[C:19]2[CH:20]=[CH:21][CH:22]=[CH:23][CH:24]=2)=[N:5][C:6]([NH:8][C:9]2[CH:10]=[CH:11][C:12]([C:15]#[N:16])=[CH:13][CH:14]=2)=[N:7][C:2]=1[Cl:1]. (10) Given the reactants [NH2:1][C:2]1[C:7]([O:8][CH2:9][CH:10]2[CH2:15][CH2:14][N:13]([C:16]3[N:21]=[C:20]([Cl:22])[N:19]=[C:18]([C:23](O)=[O:24])[CH:17]=3)[CH2:12][CH2:11]2)=[CH:6][C:5]([C:26]2[N:30]([CH3:31])[CH:29]=[N:28][CH:27]=2)=[CH:4][N:3]=1.Cl.[CH2:33]([NH2:35])[CH3:34].CN(C(ON1N=NC2C=CC=NC1=2)=[N+](C)C)C.F[P-](F)(F)(F)(F)F.O, predict the reaction product. The product is: [NH2:1][C:2]1[C:7]([O:8][CH2:9][CH:10]2[CH2:11][CH2:12][N:13]([C:16]3[N:21]=[C:20]([Cl:22])[N:19]=[C:18]([C:23]([NH:35][CH2:33][CH3:34])=[O:24])[CH:17]=3)[CH2:14][CH2:15]2)=[CH:6][C:5]([C:26]2[N:30]([CH3:31])[CH:29]=[N:28][CH:27]=2)=[CH:4][N:3]=1.